The task is: Regression/Classification. Given a drug SMILES string, predict its absorption, distribution, metabolism, or excretion properties. Task type varies by dataset: regression for continuous measurements (e.g., permeability, clearance, half-life) or binary classification for categorical outcomes (e.g., BBB penetration, CYP inhibition). Dataset: b3db_classification.. This data is from Blood-brain barrier permeability classification from the B3DB database. (1) The drug is CS(=O)(=O)N(CCO)c1c(Cl)c(Cl)cc2[nH]c(=O)c(=O)[nH]c12. The result is 0 (does not penetrate BBB). (2) The compound is C/C=C/C1=C(C(=O)O)N2C(=O)[C@@H](NC(=O)[C@H](N)c3ccc(O)cc3)[C@H]2SC1. The result is 0 (does not penetrate BBB).